From a dataset of Forward reaction prediction with 1.9M reactions from USPTO patents (1976-2016). Predict the product of the given reaction. (1) Given the reactants [CH3:1][O:2][C:3]([C:5]1[CH:6]=[C:7]([CH3:29])[C:8]2[O:14][C:13]3[C:15]([Cl:25])=[CH:16][C:17]([N:19]4[CH2:24][CH2:23][NH:22][CH2:21][CH2:20]4)=[CH:18][C:12]=3[CH2:11][S:10](=[O:27])(=[O:26])[C:9]=2[CH:28]=1)=[O:4].[CH3:30][N:31]([C:33]1[CH:40]=[CH:39][CH:38]=[CH:37][C:34]=1C=O)[CH3:32].N#N.[C:43]([BH3-])#N.[Na+], predict the reaction product. The product is: [CH3:1][O:2][C:3]([C:5]1[CH:6]=[C:7]([CH3:29])[C:8]2[O:14][C:13]3[C:15]([Cl:25])=[CH:16][C:17]([N:19]4[CH2:20][CH2:21][N:22]([CH2:43][C:38]5[CH:37]=[CH:34][C:33]([N:31]([CH3:30])[CH3:32])=[CH:40][CH:39]=5)[CH2:23][CH2:24]4)=[CH:18][C:12]=3[CH2:11][S:10](=[O:26])(=[O:27])[C:9]=2[CH:28]=1)=[O:4]. (2) The product is: [F:37][C:4]1[CH:3]=[C:2]([NH:1][C:50](=[O:51])[C:49]2[CH:53]=[CH:54][CH:55]=[CH:56][C:48]=2[F:47])[CH:36]=[CH:35][C:5]=1[O:6][C:7]1[CH:12]=[CH:11][N:10]=[C:9]2[CH:13]=[C:14]([C:16]3[N:17]([CH3:34])[C:18]([CH2:21][N:22]([CH2:30][CH2:31][O:32][CH3:33])[C:23](=[O:29])[O:24][C:25]([CH3:28])([CH3:27])[CH3:26])=[CH:19][N:20]=3)[S:15][C:8]=12. Given the reactants [NH2:1][C:2]1[CH:36]=[CH:35][C:5]([O:6][C:7]2[CH:12]=[CH:11][N:10]=[C:9]3[CH:13]=[C:14]([C:16]4[N:17]([CH3:34])[C:18]([CH2:21][N:22]([CH2:30][CH2:31][O:32][CH3:33])[C:23](=[O:29])[O:24][C:25]([CH3:28])([CH3:27])[CH3:26])=[CH:19][N:20]=4)[S:15][C:8]=23)=[C:4]([F:37])[CH:3]=1.CCN(C(C)C)C(C)C.[F:47][C:48]1[CH:56]=[CH:55][CH:54]=[CH:53][C:49]=1[C:50](Cl)=[O:51], predict the reaction product. (3) Given the reactants N[N:2]1[CH:7]=[CH:6][C:5]([Cl:8])=[N:4][CH2:3]1.[H-].[Na+].[Cl:11][C:12]1[CH:17]=[CH:16][CH:15]=[C:14]([Cl:18])[C:13]=1[C:19]1[S:20][C:21]2[C:26](S(C)(=O)=O)=[N:25][CH:24]=[N:23][C:22]=2[N:31]=1.C[N:33](C=O)C, predict the reaction product. The product is: [Cl:8][C:5]1[N:4]=[CH:3][N:2]=[C:7]([NH:33][C:26]2[C:21]3[S:20][C:19]([C:13]4[C:12]([Cl:11])=[CH:17][CH:16]=[CH:15][C:14]=4[Cl:18])=[N:31][C:22]=3[N:23]=[CH:24][N:25]=2)[CH:6]=1. (4) Given the reactants [S:1]1[CH:5]=[CH:4][CH:3]=[CH:2]1.C([Li])CCC.[CH2:11](Br)[CH:12]([CH3:14])[CH3:13].Cl, predict the reaction product. The product is: [CH2:11]([C:2]1[S:1][CH:5]=[CH:4][CH:3]=1)[CH:12]([CH3:14])[CH3:13]. (5) Given the reactants [C:1]([C:4]1[CH:5]=[C:6]([CH2:10][CH2:11][C:12]2[C:13]([O:32]C)=[CH:14][C:15]([O:30]C)=[C:16]([C:18]3[N:22]([C:23]4[CH:28]=[CH:27][CH:26]=[CH:25][C:24]=4[Cl:29])[N:21]=[CH:20][CH:19]=3)[CH:17]=2)[CH:7]=[CH:8][CH:9]=1)([OH:3])=[O:2], predict the reaction product. The product is: [C:1]([C:4]1[CH:5]=[C:6]([CH2:10][CH2:11][C:12]2[C:13]([OH:32])=[CH:14][C:15]([OH:30])=[C:16]([C:18]3[N:22]([C:23]4[CH:28]=[CH:27][CH:26]=[CH:25][C:24]=4[Cl:29])[N:21]=[CH:20][CH:19]=3)[CH:17]=2)[CH:7]=[CH:8][CH:9]=1)([OH:3])=[O:2]. (6) Given the reactants [C:1]([C:4]1[CH:9]=[CH:8][C:7]([S:10]([NH2:13])(=[O:12])=[O:11])=[CH:6][CH:5]=1)(O)=[O:2].[C:14](N1C=CN=C1)([N:16]1C=CN=[CH:17]1)=O.CNC, predict the reaction product. The product is: [NH2:13][S:10]([C:7]1[CH:8]=[CH:9][C:4]([C:1]([N:16]([CH3:17])[CH3:14])=[O:2])=[CH:5][CH:6]=1)(=[O:12])=[O:11].